Dataset: Forward reaction prediction with 1.9M reactions from USPTO patents (1976-2016). Task: Predict the product of the given reaction. (1) Given the reactants [Br:1][C:2]1[CH:3]=[CH:4][C:5]([N:8]2[CH:12]=[C:11]([CH2:13]O)[N:10]=[CH:9]2)=[N:6][CH:7]=1.O=S(Cl)Cl.[N-:19]=[N+:20]=[N-:21].[Na+].O, predict the reaction product. The product is: [N:19]([CH2:13][C:11]1[N:10]=[CH:9][N:8]([C:5]2[CH:4]=[CH:3][C:2]([Br:1])=[CH:7][N:6]=2)[CH:12]=1)=[N+:20]=[N-:21]. (2) Given the reactants C1N=CN(C(N2C=NC=C2)=O)C=1.[C:13]([O:17][C:18]([NH:20][CH2:21][C:22]([OH:24])=[O:23])=[O:19])([CH3:16])([CH3:15])[CH3:14].[CH2:25](O)[CH2:26][CH2:27]/[CH:28]=[CH:29]/[CH3:30], predict the reaction product. The product is: [CH2:30]([O:23][C:22](=[O:24])[CH2:21][NH:20][C:18]([O:17][C:13]([CH3:16])([CH3:14])[CH3:15])=[O:19])[CH2:29][CH2:28]/[CH:27]=[CH:26]/[CH3:25]. (3) Given the reactants [CH2:1]([O:8][C:9]([N:11]1[CH2:16][CH2:15][CH:14]([CH2:17][OH:18])[CH2:13][CH2:12]1)=[O:10])[C:2]1[CH:7]=[CH:6][CH:5]=[CH:4][CH:3]=1.[Cr](Cl)([O-])(=O)=O.[NH+]1C=CC=CC=1, predict the reaction product. The product is: [CH2:1]([O:8][C:9]([N:11]1[CH2:16][CH2:15][CH:14]([CH:17]=[O:18])[CH2:13][CH2:12]1)=[O:10])[C:2]1[CH:7]=[CH:6][CH:5]=[CH:4][CH:3]=1. (4) Given the reactants C([BH3-])#N.[Na+].C(O)(=O)C.[CH3:9][S:10]([N:13]1[C:21]2[C:16](=[CH:17][C:18]([NH2:22])=[CH:19][CH:20]=2)[CH:15]=[N:14]1)(=[O:12])=[O:11].[CH2:23]([N:26]1[CH:31]2[CH2:32][CH2:33][CH:27]1[CH2:28][C:29](=O)[CH2:30]2)[CH2:24][CH3:25].[OH-].[Na+], predict the reaction product. The product is: [CH3:9][S:10]([N:13]1[C:21]2[C:16](=[CH:17][C:18]([NH:22][CH:29]3[CH2:28][CH:27]4[N:26]([CH2:23][CH2:24][CH3:25])[CH:31]([CH2:32][CH2:33]4)[CH2:30]3)=[CH:19][CH:20]=2)[CH:15]=[N:14]1)(=[O:11])=[O:12]. (5) Given the reactants [CH3:1][O:2][C:3]1[CH:8]=[CH:7][C:6]([C:9]2[CH:14]=[CH:13][C:12]([CH2:15][C:16]#[N:17])=[CH:11][CH:10]=2)=[CH:5][CH:4]=1.II.[CH3:20][O-:21].[Na+].[CH3:23][C:24](OC)([CH3:26])[CH3:25], predict the reaction product. The product is: [CH3:20][O:21][C:3]1[CH:4]=[CH:25][C:24]([C:26]2[CH:10]=[CH:11][C:12]([C:15](=[C:15]([C:12]3[CH:13]=[CH:14][C:9]([C:6]4[CH:5]=[CH:4][C:3]([O:2][CH3:1])=[CH:8][CH:7]=4)=[CH:10][CH:11]=3)[C:16]#[N:17])[C:16]#[N:17])=[CH:13][CH:14]=2)=[CH:23][CH:8]=1.